This data is from Reaction yield outcomes from USPTO patents with 853,638 reactions. The task is: Predict the reaction yield, written as a fraction of the theoretical maximum amount of product (1.0 means a 100% yield; for example, 0.34 means a 34% yield). (1) The yield is 0.450. The reactants are [Br:1][C:2]1[CH:3]=[CH:4][C:5]([O:16]C)=[C:6]2[C:11]=1[NH:10][C:9](=[O:12])[CH:8]=[C:7]2[CH2:13][CH2:14][OH:15].B(Br)(Br)Br. The product is [Br:1][C:2]1[CH:3]=[CH:4][C:5]([OH:16])=[C:6]2[C:11]=1[NH:10][C:9](=[O:12])[CH:8]=[C:7]2[CH2:13][CH2:14][OH:15]. The catalyst is O. (2) The reactants are C[Si]([N-][Si](C)(C)C)(C)C.[Li+].[C:11]([C:14]1[CH:15]=[C:16]([CH:21]=[C:22]([Br:25])[C:23]=1[OH:24])[C:17]([O:19][CH3:20])=[O:18])(=[O:13])[CH3:12].[N:26]1([C:32](Cl)=[O:33])[CH2:31][CH2:30][O:29][CH2:28][CH2:27]1.Cl. The catalyst is C1COCC1.O.C(Cl)Cl. The product is [Br:25][C:22]1[CH:21]=[C:16]([CH:15]=[C:14]([C:11](=[O:13])[CH2:12][C:32]([N:26]2[CH2:31][CH2:30][O:29][CH2:28][CH2:27]2)=[O:33])[C:23]=1[OH:24])[C:17]([O:19][CH3:20])=[O:18]. The yield is 0.900.